This data is from Full USPTO retrosynthesis dataset with 1.9M reactions from patents (1976-2016). The task is: Predict the reactants needed to synthesize the given product. (1) Given the product [Br:20][C:10]1[N:9]=[C:8]([N:11]2[CH2:16][CH2:15][N:14]([C:17](=[O:19])[CH3:18])[CH2:13][CH2:12]2)[N:4]2[CH:5]=[CH:6][N:7]=[C:2]([CH3:1])[C:3]=12, predict the reactants needed to synthesize it. The reactants are: [CH3:1][C:2]1[C:3]2[N:4]([C:8]([N:11]3[CH2:16][CH2:15][N:14]([C:17](=[O:19])[CH3:18])[CH2:13][CH2:12]3)=[N:9][CH:10]=2)[CH:5]=[CH:6][N:7]=1.[Br:20]N1C(=O)CCC1=O.O. (2) Given the product [Cl:1][C:2]1[CH:7]=[C:6]([OH:8])[CH:5]=[CH:4][C:3]=1[CH2:9][CH2:10][C:11](=[O:25])[CH2:12][C:13](=[O:24])[CH2:14][CH2:15][C:16]1[CH:21]=[CH:20][C:19]([OH:22])=[CH:18][C:17]=1[Cl:23], predict the reactants needed to synthesize it. The reactants are: [Cl:1][C:2]1[CH:7]=[C:6]([OH:8])[CH:5]=[CH:4][C:3]=1/[CH:9]=[CH:10]/[C:11](=[O:25])[CH2:12][C:13](=[O:24])/[CH:14]=[CH:15]/[C:16]1[CH:21]=[CH:20][C:19]([OH:22])=[CH:18][C:17]=1[Cl:23].CN(C)C1C=CC(/C=C/C(=O)CC(=O)/C=C/C2C=CC(O)=C(OC)C=2)=CC=1. (3) The reactants are: Cl[C:2]1[N:7]=[C:6]([Cl:8])[N:5]=[CH:4][N:3]=1.CN(C=O)C.C(N(C(C)C)C(C)C)C.[NH2:23][C:24]1[CH:25]=[C:26]([CH:31]=[CH:32][CH:33]=1)[C:27]([NH:29][CH3:30])=[O:28]. Given the product [Cl:8][C:6]1[N:5]=[CH:4][N:3]=[C:2]([NH:23][C:24]2[CH:25]=[C:26]([CH:31]=[CH:32][CH:33]=2)[C:27]([NH:29][CH3:30])=[O:28])[N:7]=1, predict the reactants needed to synthesize it. (4) Given the product [Br:8][C:5]1[CH:4]=[C:3]2[C:2](=[CH:7][CH:6]=1)[N:1]([CH3:23])[C:10]([CH:11]1[CH2:15][CH2:14][N:13]([C:16]([O:18][C:19]([CH3:22])([CH3:21])[CH3:20])=[O:17])[CH2:12]1)=[CH:9]2, predict the reactants needed to synthesize it. The reactants are: [NH2:1][C:2]1[CH:7]=[CH:6][C:5]([Br:8])=[CH:4][C:3]=1[C:9]#[C:10][CH:11]1[CH2:15][CH2:14][N:13]([C:16]([O:18][C:19]([CH3:22])([CH3:21])[CH3:20])=[O:17])[CH2:12]1.[CH3:23]C([O-])(C)C.[K+].CI.Cl.